From a dataset of Full USPTO retrosynthesis dataset with 1.9M reactions from patents (1976-2016). Predict the reactants needed to synthesize the given product. (1) The reactants are: [NH2:1][C:2]1[CH:3]=[C:4]([CH:8]=[CH:9][C:10]=1[NH:11][CH2:12][CH2:13][CH2:14][NH:15][C:16]([O:18][C:19]([CH3:22])([CH3:21])[CH3:20])=[O:17])[C:5]([OH:7])=[O:6].[CH3:23][C:24](C)(C)C([O-])([O-])[O-]. Given the product [C:19]([O:18][C:16]([NH:15][CH2:14][CH2:13][CH2:12][N:11]1[C:10]2[CH:9]=[CH:8][C:4]([C:5]([OH:7])=[O:6])=[CH:3][C:2]=2[N:1]=[C:23]1[CH3:24])=[O:17])([CH3:22])([CH3:21])[CH3:20], predict the reactants needed to synthesize it. (2) The reactants are: [O:1]=[C:2]1[C:11]2[C:6](=[CH:7][CH:8]=[CH:9][CH:10]=2)[NH:5][CH:4]=[C:3]1[C:12]([O:14]CC)=[O:13].[OH-].[Na+].C. Given the product [O:1]=[C:2]1[C:11]2[C:6](=[CH:7][CH:8]=[CH:9][CH:10]=2)[NH:5][CH:4]=[C:3]1[C:12]([OH:14])=[O:13], predict the reactants needed to synthesize it. (3) Given the product [OH:31][N:30]=[C:27]([CH:24]1[CH2:25][CH2:26][N:21]([C:14]2[C:15]3[O:20][CH:19]=[CH:18][C:16]=3[N:17]=[C:12]([NH:11][C:7]3[CH:6]=[C:5]4[C:10]([C:2]([CH3:1])=[N:3][NH:4]4)=[CH:9][CH:8]=3)[N:13]=2)[CH2:22][CH2:23]1)[NH2:28], predict the reactants needed to synthesize it. The reactants are: [CH3:1][C:2]1[C:10]2[C:5](=[CH:6][C:7]([NH:11][C:12]3[N:13]=[C:14]([N:21]4[CH2:26][CH2:25][CH:24]([C:27]#[N:28])[CH2:23][CH2:22]4)[C:15]4[O:20][CH:19]=[CH:18][C:16]=4[N:17]=3)=[CH:8][CH:9]=2)[NH:4][N:3]=1.Cl.[NH2:30][OH:31].C([O-])(O)=O.[Na+]. (4) Given the product [F:16][C:17]1[CH:22]=[CH:21][C:20]([NH:23][C:3]([C:4]2[C:8]([NH:9][CH2:10][CH2:11][CH2:12][O:13][CH3:14])=[N:7][O:6][N:5]=2)=[N:2][OH:1])=[CH:19][C:18]=1[C:24]([F:25])([F:26])[F:27], predict the reactants needed to synthesize it. The reactants are: [OH:1][N:2]=[C:3](Cl)[C:4]1[C:8]([NH:9][CH2:10][CH2:11][CH2:12][O:13][CH3:14])=[N:7][O:6][N:5]=1.[F:16][C:17]1[CH:22]=[CH:21][C:20]([NH2:23])=[CH:19][C:18]=1[C:24]([F:27])([F:26])[F:25]. (5) The reactants are: [F:1][C:2]1[C:3]([CH:12]=[O:13])=[C:4]([NH:8][C:9](=[O:11])[CH3:10])[CH:5]=[CH:6][CH:7]=1.[C:14]1([CH3:22])[CH:19]=[CH:18][CH:17]=[CH:16][C:15]=1[Mg]Br. Given the product [F:1][C:2]1[C:3]([CH:12]([OH:13])[C:15]2[CH:16]=[CH:17][CH:18]=[CH:19][C:14]=2[CH3:22])=[C:4]([NH:8][C:9](=[O:11])[CH3:10])[CH:5]=[CH:6][CH:7]=1, predict the reactants needed to synthesize it. (6) The reactants are: Cl[C:2]1[C:3]2[N:10]([CH3:11])[C:9]([Cl:12])=[CH:8][C:4]=2[N:5]=[CH:6][N:7]=1.[Cl:13][C:14]1[CH:15]=[C:16]([CH:18]=[CH:19][C:20]=1[O:21][C:22]1[CH:30]=[CH:29][CH:28]=[C:27]2[C:23]=1[CH:24]=[CH:25][NH:26]2)[NH2:17].C(=O)([O-])O.[Na+]. Given the product [Cl:12][C:9]1[N:10]([CH3:11])[C:3]2[C:2]([NH:17][C:16]3[CH:18]=[CH:19][C:20]([O:21][C:22]4[CH:30]=[CH:29][CH:28]=[C:27]5[C:23]=4[CH:24]=[CH:25][NH:26]5)=[C:14]([Cl:13])[CH:15]=3)=[N:7][CH:6]=[N:5][C:4]=2[CH:8]=1, predict the reactants needed to synthesize it. (7) Given the product [OH:14][C:12]([C:15]1[CH:24]=[CH:23][C:18]([C:19]([O:21][CH3:22])=[O:20])=[CH:17][CH:16]=1)([C:2]1[S:3][CH:4]=[CH:5][N:6]=1)[CH3:13], predict the reactants needed to synthesize it. The reactants are: Br[C:2]1[S:3][CH:4]=[CH:5][N:6]=1.C([Mg]Cl)(C)C.[C:12]([C:15]1[CH:24]=[CH:23][C:18]([C:19]([O:21][CH3:22])=[O:20])=[CH:17][CH:16]=1)(=[O:14])[CH3:13]. (8) The reactants are: C([N:8]1[CH2:16][CH2:15][N:14](CC2C=CC=CC=2)[CH2:13][CH2:12][N:11](CC2C=CC=CC=2)[CH2:10][CH:9]1[CH2:31][NH:32][C:33](=[O:39])[O:34][C:35]([CH3:38])([CH3:37])[CH3:36])C1C=CC=CC=1.C(O)(=O)C.O. Given the product [C:35]([O:34][C:33](=[O:39])[NH:32][CH2:31][CH:9]1[CH2:10][NH:11][CH2:12][CH2:13][NH:14][CH2:15][CH2:16][NH:8]1)([CH3:38])([CH3:36])[CH3:37], predict the reactants needed to synthesize it. (9) The reactants are: C[O:2][C:3]1[C:12]([C:13]2[S:14][CH:15]=[CH:16][CH:17]=2)=[CH:11][C:10]2[N:9]=[C:8]([C:18]3[CH:23]=[CH:22][CH:21]=[CH:20][CH:19]=3)[CH:7]=[N:6][C:5]=2[C:4]=1[C:24]([O:26]C)=[O:25].B(Br)(Br)Br. Given the product [OH:2][C:3]1[C:12]([C:13]2[S:14][CH:15]=[CH:16][CH:17]=2)=[CH:11][C:10]2[N:9]=[C:8]([C:18]3[CH:23]=[CH:22][CH:21]=[CH:20][CH:19]=3)[CH:7]=[N:6][C:5]=2[C:4]=1[C:24]([OH:26])=[O:25], predict the reactants needed to synthesize it.